This data is from Full USPTO retrosynthesis dataset with 1.9M reactions from patents (1976-2016). The task is: Predict the reactants needed to synthesize the given product. (1) Given the product [C:9]([C:3]1[CH:4]=[C:5]([Cl:8])[CH:6]=[CH:7][C:2]=1[NH:1][S:27]([C:24]1[CH:23]=[CH:22][C:21]([S:18]([CH3:17])(=[O:20])=[O:19])=[CH:26][CH:25]=1)(=[O:29])=[O:28])(=[O:10])[C:11]1[CH:12]=[CH:13][CH:14]=[CH:15][CH:16]=1, predict the reactants needed to synthesize it. The reactants are: [NH2:1][C:2]1[CH:7]=[CH:6][C:5]([Cl:8])=[CH:4][C:3]=1[C:9]([C:11]1[CH:16]=[CH:15][CH:14]=[CH:13][CH:12]=1)=[O:10].[CH3:17][S:18]([C:21]1[CH:26]=[CH:25][C:24]([S:27](Cl)(=[O:29])=[O:28])=[CH:23][CH:22]=1)(=[O:20])=[O:19]. (2) Given the product [C:1]([C:5]1[CH:6]=[C:7]([NH:11][C:12]([CH:14]2[CH2:23][CH2:22][C:21]3[C:16](=[CH:17][C:18]([O:24][C:25]4[CH:30]=[CH:29][N:28]=[C:27]([C:31]5[O:34][CH2:33][CH2:35][N:32]=5)[CH:26]=4)=[CH:19][CH:20]=3)[CH2:15]2)=[O:13])[CH:8]=[CH:9][CH:10]=1)([CH3:4])([CH3:2])[CH3:3], predict the reactants needed to synthesize it. The reactants are: [C:1]([C:5]1[CH:6]=[C:7]([NH:11][C:12]([CH:14]2[CH2:23][CH2:22][C:21]3[C:16](=[CH:17][C:18]([O:24][C:25]4[CH:30]=[CH:29][N:28]=[C:27]([C:31]#[N:32])[CH:26]=4)=[CH:19][CH:20]=3)[CH2:15]2)=[O:13])[CH:8]=[CH:9][CH:10]=1)([CH3:4])([CH3:3])[CH3:2].[CH2:33]([CH2:35]N)[OH:34].CCN(C(C)C)C(C)C. (3) Given the product [CH2:25]([O:14][C:11]1[CH:12]=[CH:13][C:8]([CH2:7][C:6]2[CH:15]=[C:2]([Br:1])[CH:3]=[CH:4][C:5]=2[Cl:16])=[CH:9][CH:10]=1)[CH:24]=[CH2:23], predict the reactants needed to synthesize it. The reactants are: [Br:1][C:2]1[CH:3]=[CH:4][C:5]([Cl:16])=[C:6]([CH:15]=1)[CH2:7][C:8]1[CH:13]=[CH:12][C:11]([OH:14])=[CH:10][CH:9]=1.C([O-])([O-])=O.[Cs+].[Cs+].[CH2:23](Br)[CH:24]=[CH2:25]. (4) Given the product [F:10][C:9]([F:11])([F:12])[C:7]1[CH:6]=[C:5]([C:13]2[N:17]=[CH:16][N:15](/[CH:18]=[C:19](/[Br:23])\[C:20]([NH2:35])=[O:22])[N:14]=2)[CH:4]=[C:3]([C:2]([F:24])([F:1])[F:25])[CH:8]=1, predict the reactants needed to synthesize it. The reactants are: [F:1][C:2]([F:25])([F:24])[C:3]1[CH:4]=[C:5]([C:13]2[N:17]=[CH:16][N:15](/[CH:18]=[C:19](/[Br:23])\[C:20]([OH:22])=O)[N:14]=2)[CH:6]=[C:7]([C:9]([F:12])([F:11])[F:10])[CH:8]=1.ClC(OCC(C)C)=O.C[N:35]1CCOCC1.